Dataset: Forward reaction prediction with 1.9M reactions from USPTO patents (1976-2016). Task: Predict the product of the given reaction. (1) Given the reactants [Cl:1][CH2:2][C:3](Cl)=[O:4].[OH:6][CH2:7][CH2:8][CH2:9][CH2:10][N:11]1[C:16](=[O:17])[CH:15]=[C:14]([NH:18][C:19]2[CH:24]=[CH:23][CH:22]=[CH:21][CH:20]=2)[NH:13][C:12]1=[O:25].[CH2:26](N(CC)CC)[CH3:27].[CH3:33]O, predict the reaction product. The product is: [Cl:1][CH2:2][C:3]([O:6][CH2:7][CH2:8][CH2:9][CH2:10][N:11]1[C:16](=[O:17])[CH:15]=[C:14]([NH:18][C:19]2[CH:24]=[CH:23][C:22]([CH3:33])=[C:21]([CH2:26][CH3:27])[CH:20]=2)[NH:13][C:12]1=[O:25])=[O:4]. (2) Given the reactants [CH3:1][O:2][CH2:3][CH2:4][N:5]([CH3:29])[C:6]([C:8]1[CH:9]=[C:10]2[C:14](=[CH:15][CH:16]=1)[NH:13][C:12]([C:17]1[C:26](=[O:27])[NH:25][C:24]3[C:19](=[CH:20][CH:21]=[CH:22][CH:23]=3)[N:18]=1)=[C:11]2[NH2:28])=[O:7].N1C=CC=CC=1.[C:36](Cl)(=[O:38])[CH3:37], predict the reaction product. The product is: [CH3:1][O:2][CH2:3][CH2:4][N:5]([CH3:29])[C:6]([C:8]1[CH:9]=[C:10]2[C:14](=[CH:15][CH:16]=1)[NH:13][C:12]([C:17]1[C:26](=[O:27])[NH:25][C:24]3[C:19](=[CH:20][CH:21]=[CH:22][CH:23]=3)[N:18]=1)=[C:11]2[NH:28][C:36](=[O:38])[CH3:37])=[O:7]. (3) Given the reactants CCN(CC)CC.Cl[C:9](=[O:16])[CH2:10][C:11]([O:13][CH2:14][CH3:15])=[O:12].[NH:17]1[CH:26]2[CH:21]([CH2:22][CH2:23][CH2:24][CH2:25]2)[CH2:20][CH2:19][CH2:18]1.O, predict the reaction product. The product is: [N:17]1([C:9](=[O:16])[CH2:10][C:11]([O:13][CH2:14][CH3:15])=[O:12])[CH:26]2[CH:21]([CH2:22][CH2:23][CH2:24][CH2:25]2)[CH2:20][CH2:19][CH2:18]1. (4) Given the reactants [NH2:1][C:2]1[CH:7]=[CH:6][CH:5]=[CH:4][C:3]=1[NH:8][CH2:9][C@@H:10]([OH:15])[C:11]([F:14])([F:13])[F:12].Br[CH2:17][C:18]([C:20]1[CH:25]=[CH:24][CH:23]=[CH:22][CH:21]=1)=O.CCN(C(C)C)C(C)C.C(O[BH-](OC(=O)C)OC(=O)C)(=O)C.[Na+].[F:49][C:50]([F:61])([F:60])[O:51][C:52]1[CH:53]=[C:54]([CH:57]=[CH:58][CH:59]=1)[CH:55]=O, predict the reaction product. The product is: [F:14][C:11]([F:12])([F:13])[C@H:10]([OH:15])[CH2:9][N:8]1[C:3]2[C:2](=[CH:7][CH:6]=[CH:5][CH:4]=2)[N:1]([CH2:55][C:54]2[CH:57]=[CH:58][CH:59]=[C:52]([O:51][C:50]([F:49])([F:60])[F:61])[CH:53]=2)[CH2:17][CH:18]1[C:20]1[CH:25]=[CH:24][CH:23]=[CH:22][CH:21]=1. (5) The product is: [F:12][C:11]1[CH:10]=[C:9]2[C:4]([CH:5]=[CH:6][C:7]([C:13]([O:15][CH2:16][CH3:17])=[O:14])=[N:8]2)=[CH:3][C:2]=1[C:22]1[CH:23]=[CH:24][C:19]([OH:18])=[CH:20][CH:21]=1. Given the reactants Br[C:2]1[CH:3]=[C:4]2[C:9](=[CH:10][C:11]=1[F:12])[N:8]=[C:7]([C:13]([O:15][CH2:16][CH3:17])=[O:14])[CH:6]=[CH:5]2.[OH:18][C:19]1[CH:24]=[CH:23][C:22](B(O)O)=[CH:21][CH:20]=1.C1(P(C2C=CC=CC=2)C2C=CC=CC=2)C=CC=CC=1.P([O-])([O-])([O-])=O.[K+].[K+].[K+], predict the reaction product. (6) Given the reactants [CH3:1][S:2](Cl)(=[O:4])=[O:3].[S:6]1[CH:10]=[CH:9][C:8]([CH2:11][CH2:12][OH:13])=[CH:7]1.CCN(CC)CC.O, predict the reaction product. The product is: [CH3:1][S:2]([O:13][CH2:12][CH2:11][C:8]1[CH:9]=[CH:10][S:6][CH:7]=1)(=[O:4])=[O:3]. (7) Given the reactants [N:1]([C:4]1[CH:18]=[CH:17][CH:16]=[CH:15][C:5]=1[CH2:6][NH:7][C:8](=[O:14])[O:9][C:10]([CH3:13])([CH3:12])[CH3:11])=[N+:2]=[N-:3].[CH2:19]([OH:22])[C:20]#[CH:21], predict the reaction product. The product is: [OH:22][CH2:19][C:20]1[N:3]=[N:2][N:1]([C:4]2[CH:18]=[CH:17][CH:16]=[CH:15][C:5]=2[CH2:6][NH:7][C:8](=[O:14])[O:9][C:10]([CH3:13])([CH3:12])[CH3:11])[CH:21]=1. (8) Given the reactants Cl.[NH2:2][OH:3].[Cl:4][C:5]1[CH:6]=[C:7]([C@@H:15]([CH2:26][CH:27]2[CH2:32][CH2:31][C:30](=O)[CH2:29][CH2:28]2)[C:16]([NH:18][C:19]2[CH:24]=[CH:23][C:22]([CH3:25])=[CH:21][N:20]=2)=[O:17])[CH:8]=[CH:9][C:10]=1[S:11]([CH3:14])(=[O:13])=[O:12], predict the reaction product. The product is: [Cl:4][C:5]1[CH:6]=[C:7]([C@@H:15]([CH2:26][CH:27]2[CH2:32][CH2:31][C:30](=[N:2][OH:3])[CH2:29][CH2:28]2)[C:16]([NH:18][C:19]2[CH:24]=[CH:23][C:22]([CH3:25])=[CH:21][N:20]=2)=[O:17])[CH:8]=[CH:9][C:10]=1[S:11]([CH3:14])(=[O:13])=[O:12].